Dataset: Catalyst prediction with 721,799 reactions and 888 catalyst types from USPTO. Task: Predict which catalyst facilitates the given reaction. (1) Reactant: [F:1][C:2]1[CH:11]=[C:10]2[C:5]([CH2:6][CH2:7][C:8](=[O:13])[N:9]2[CH3:12])=[CH:4][C:3]=1B1OC(C)(C)C(C)(C)O1.Br[C:24]1[C:33]2[CH2:32][CH2:31][CH2:30][CH:29]([NH:34][C:35](=[O:38])[CH2:36][CH3:37])[C:28]=2[CH:27]=[N:26][CH:25]=1.C([O-])([O-])=O.[Na+].[Na+]. Product: [F:1][C:2]1[CH:11]=[C:10]2[C:5]([CH2:6][CH2:7][C:8](=[O:13])[N:9]2[CH3:12])=[CH:4][C:3]=1[C:24]1[C:33]2[CH2:32][CH2:31][CH2:30][CH:29]([NH:34][C:35](=[O:38])[CH2:36][CH3:37])[C:28]=2[CH:27]=[N:26][CH:25]=1. The catalyst class is: 3. (2) Reactant: [Cl:1][C:2]1[CH:3]=[C:4]2[C:8](=[CH:9][CH:10]=1)[NH:7][C:6]([C:11]([NH:13][C@H:14]1[CH2:23][C:22]3[C:17](=[CH:18][CH:19]=[CH:20][CH:21]=3)[NH:16][C:15]1=[O:24])=[O:12])=[CH:5]2.C[O-].[Na+].Br[CH2:29][C:30]#[N:31].Cl. Product: [Cl:1][C:2]1[CH:3]=[C:4]2[C:8](=[CH:9][CH:10]=1)[NH:7][C:6]([C:11]([NH:13][C@H:14]1[CH2:23][C:22]3[C:17](=[CH:18][CH:19]=[CH:20][CH:21]=3)[N:16]([CH2:29][C:30]#[N:31])[C:15]1=[O:24])=[O:12])=[CH:5]2. The catalyst class is: 355. (3) Reactant: C([NH:4]O)(=O)C.CC(C)([O-])C.[K+].F[C:13]1[CH:20]=[CH:19][CH:18]=[CH:17][C:14]=1[C:15]#[N:16].[OH2:21]. Product: [O:21]1[C:13]2[CH:20]=[CH:19][CH:18]=[CH:17][C:14]=2[C:15]([NH2:4])=[N:16]1. The catalyst class is: 9.